Dataset: Cav3 T-type calcium channel HTS with 100,875 compounds. Task: Binary Classification. Given a drug SMILES string, predict its activity (active/inactive) in a high-throughput screening assay against a specified biological target. (1) The compound is O=C/1N(CCCC)C(=O)NC(=O)C1=C(\Nc1cc2CCCc2cc1)CC. The result is 0 (inactive). (2) The result is 0 (inactive). The drug is Clc1ccc(c2oc(c(c3sc4n(n3)c(nn4)c3c(occ3)C)c2)C)cc1. (3) The compound is S(=O)(=O)(Nc1nc(ccn1)C)c1ccc(NC(=O)C2CCCCC2)cc1. The result is 0 (inactive). (4) The molecule is o1c2CC(CC(=O)c2c(c1C(=O)NCc1cccnc1)C)(C)C. The result is 0 (inactive). (5) The molecule is O=C(N1CCN(CC1)Cc1cc2OCOc2cc1)c1noc(c1)c1ccccc1. The result is 0 (inactive). (6) The drug is O=C(Nc1c(NC(=O)CCC)ccc(c1)C(O)=O)CCC. The result is 0 (inactive). (7) The compound is O1C(OCCCCO)CC(c2c3c(n(c2)C(=O)C)cccc3)C=C1C(=O)N1CCN(CC1)Cc1cc2OCOc2cc1. The result is 0 (inactive).